Dataset: Full USPTO retrosynthesis dataset with 1.9M reactions from patents (1976-2016). Task: Predict the reactants needed to synthesize the given product. Given the product [CH2:1]([O:3][C:4](=[O:18])/[C:5](/[O:15][CH2:16][CH3:17])=[CH:6]/[C:7]1[CH:12]=[CH:11][C:10]([O:13][CH2:20][C:21]2[N:22]=[C:23]([C:27]3[CH:32]=[CH:31][CH:30]=[CH:29][CH:28]=3)[O:24][C:25]=2[CH3:26])=[CH:9][C:8]=1[CH3:14])[CH3:2], predict the reactants needed to synthesize it. The reactants are: [CH2:1]([O:3][C:4](=[O:18])/[C:5](/[O:15][CH2:16][CH3:17])=[CH:6]/[C:7]1[CH:12]=[CH:11][C:10]([OH:13])=[CH:9][C:8]=1[CH3:14])[CH3:2].Cl[CH2:20][C:21]1[N:22]=[C:23]([C:27]2[CH:32]=[CH:31][CH:30]=[CH:29][CH:28]=2)[O:24][C:25]=1[CH3:26].C(=O)([O-])[O-].[Cs+].[Cs+].[I-].[K+].